This data is from hERG potassium channel inhibition data for cardiac toxicity prediction from Karim et al.. The task is: Regression/Classification. Given a drug SMILES string, predict its toxicity properties. Task type varies by dataset: regression for continuous values (e.g., LD50, hERG inhibition percentage) or binary classification for toxic/non-toxic outcomes (e.g., AMES mutagenicity, cardiotoxicity, hepatotoxicity). Dataset: herg_karim. (1) The drug is Cc1n[nH]c(C(=O)N[C@@H]2CC(C)(C)Oc3nc(-c4ccc(Cl)cc4Cl)c(-c4ccc(Cl)cc4)cc32)c1C. The result is 1 (blocker). (2) The result is 1 (blocker). The compound is O=C(COc1cccc(Cl)c1)NC1CCN(Cc2ccn(-c3ccc(OC(F)(F)F)cc3)c2)CC1. (3) The compound is CC/C(=C(\c1ccc(O)cc1)c1ccc(/C=C/C(=O)O)cc1)c1ccccc1. The result is 0 (non-blocker). (4) The drug is Cc1cccc(Nc2nc(N[C@H]3CCCC[C@H]3N)ncc2C(N)=O)c1. The result is 1 (blocker). (5) The compound is O[C@]1(c2ccc(F)c(F)c2)CCNC[C@@H]1c1onc(-c2c(Cl)cccc2Cl)c1Br. The result is 1 (blocker).